This data is from Forward reaction prediction with 1.9M reactions from USPTO patents (1976-2016). The task is: Predict the product of the given reaction. (1) Given the reactants I[C:2]1[CH:7]=[CH:6][C:5]([S:8]([CH3:11])(=[O:10])=[O:9])=[CH:4][C:3]=1[C:12]([N:14]1[CH2:19][CH2:18][N:17]([C:20]2[CH:25]=[CH:24][C:23]([C:26]([F:29])([F:28])[F:27])=[CH:22][CH:21]=2)[CH2:16][CH2:15]1)=[O:13].[NH:30]1[CH:34]=[CH:33][CH:32]=[N:31]1.C(=O)([O-])[O-].[K+].[K+].N[C@@H]1CCCC[C@H]1N, predict the reaction product. The product is: [CH3:11][S:8]([C:5]1[CH:6]=[CH:7][C:2]([N:30]2[CH:34]=[CH:33][CH:32]=[N:31]2)=[C:3]([C:12]([N:14]2[CH2:19][CH2:18][N:17]([C:20]3[CH:25]=[CH:24][C:23]([C:26]([F:29])([F:28])[F:27])=[CH:22][CH:21]=3)[CH2:16][CH2:15]2)=[O:13])[CH:4]=1)(=[O:10])=[O:9]. (2) The product is: [Br:1][C:2]1[C:3]([OH:24])=[C:4]([OH:22])[CH:5]=[C:6](/[CH:8]=[CH:9]/[C:10]2[CH:15]=[C:14]([OH:16])[C:13]([OH:18])=[C:12]([OH:20])[CH:11]=2)[CH:7]=1. Given the reactants [Br:1][C:2]1[C:3]([O:24]C)=[C:4]([O:22]C)[CH:5]=[C:6]([CH:8]=[CH:9][C:10]2[CH:15]=[C:14]([O:16]C)[C:13]([O:18]C)=[C:12]([O:20]C)[CH:11]=2)[CH:7]=1.Cl.N1C=CC=CC=1.[K+].[Br-], predict the reaction product.